This data is from Reaction yield outcomes from USPTO patents with 853,638 reactions. The task is: Predict the reaction yield, written as a fraction of the theoretical maximum amount of product (1.0 means a 100% yield; for example, 0.34 means a 34% yield). The reactants are [C:1]([C@@H:3]([NH:8][C:9]([C@@H:11]1[CH2:16][CH2:15][CH2:14][CH2:13][C@@H:12]1[NH:17][C:18]([C:20]1[N:21]([CH3:29])[C:22]2[C:27]([CH:28]=1)=[CH:26][CH:25]=[CH:24][CH:23]=2)=[O:19])=[O:10])[CH2:4][CH2:5]SC)#[N:2].O[O:31][S:32]([O-:34])=O.[K+].[CH2:36]1COCC1. No catalyst specified. The product is [C:1]([C@@H:3]([NH:8][C:9]([C@@H:11]1[CH2:16][CH2:15][CH2:14][CH2:13][C@@H:12]1[NH:17][C:18]([C:20]1[N:21]([CH3:29])[C:22]2[C:27]([CH:28]=1)=[CH:26][CH:25]=[CH:24][CH:23]=2)=[O:19])=[O:10])[CH2:4][CH2:5][S:32]([CH3:36])(=[O:34])=[O:31])#[N:2]. The yield is 0.810.